Regression/Classification. Given a drug SMILES string, predict its absorption, distribution, metabolism, or excretion properties. Task type varies by dataset: regression for continuous measurements (e.g., permeability, clearance, half-life) or binary classification for categorical outcomes (e.g., BBB penetration, CYP inhibition). Dataset: cyp2c19_veith. From a dataset of CYP2C19 inhibition data for predicting drug metabolism from PubChem BioAssay. (1) The molecule is CCc1cc2c(=O)[nH]cnc2s1. The result is 0 (non-inhibitor). (2) The compound is COC(=O)c1sccc1-c1ccc(C(=O)Nc2cccc(Cl)c2)o1. The result is 1 (inhibitor). (3) The compound is COc1cccc(/C=N/Nc2nc(N3CCCC3)nc(N3CCCC3)n2)c1O. The result is 1 (inhibitor).